Dataset: Forward reaction prediction with 1.9M reactions from USPTO patents (1976-2016). Task: Predict the product of the given reaction. (1) Given the reactants Cl[CH2:2][C:3]1[N:12]([C:13]2[CH:18]=[CH:17][CH:16]=[CH:15][C:14]=2[Cl:19])[C:11](=[O:20])[C:10]2[C:5](=[CH:6][C:7]([F:21])=[CH:8][CH:9]=2)[N:4]=1.O.[SH:23][C:24]1[N:32]=[CH:31][N:30]=[C:29]2[C:25]=1[NH:26][CH:27]=[N:28]2.C([O-])([O-])=O.[K+].[K+], predict the reaction product. The product is: [Cl:19][C:14]1[CH:15]=[CH:16][CH:17]=[CH:18][C:13]=1[N:12]1[C:11](=[O:20])[C:10]2[C:5](=[CH:6][C:7]([F:21])=[CH:8][CH:9]=2)[N:4]=[C:3]1[CH2:2][S:23][C:24]1[N:32]=[CH:31][N:30]=[C:29]2[C:25]=1[N:26]=[CH:27][NH:28]2. (2) Given the reactants [OH:1][C:2]1[CH:14]=[CH:13][C:5]2[C:6]([CH2:9][C:10]([O-:12])=[O:11])=[CH:7][O:8][C:4]=2[CH:3]=1.[CH3:15][O-].[Na+].[H][H], predict the reaction product. The product is: [OH:1][C:2]1[CH:14]=[CH:13][C:5]2[C@H:6]([CH2:9][C:10]([O:12][CH3:15])=[O:11])[CH2:7][O:8][C:4]=2[CH:3]=1.